This data is from Full USPTO retrosynthesis dataset with 1.9M reactions from patents (1976-2016). The task is: Predict the reactants needed to synthesize the given product. (1) Given the product [F:1][C:2]1[C:3]([O:8][CH2:9][C@@H:10]([N:12]2[C:20](=[O:21])[C:19]3[C:14](=[CH:15][CH:16]=[CH:17][CH:18]=3)[C:13]2=[O:22])[CH3:11])=[N:4][O:5][C:6]=1[CH2:7][OH:29], predict the reactants needed to synthesize it. The reactants are: [F:1][C:2]1[C:3]([O:8][CH2:9][C@@H:10]([N:12]2[C:20](=[O:21])[C:19]3[C:14](=[CH:15][CH:16]=[CH:17][CH:18]=3)[C:13]2=[O:22])[CH3:11])=[N:4][O:5][C:6]=1[CH3:7].BrN1C(=[O:29])CCC1=O.N(C(C)(C)C#N)=NC(C)(C)C#N.FC(C1C=CC=CC=1)(F)F. (2) Given the product [CH2:1]([C:3]1[CH:4]=[C:5]([NH:15][C:16]([NH:18][CH2:19][C@@H:20]2[CH2:25][CH2:24][CH2:23][N:22]([CH2:26][C:27]([C:29]3[CH:34]=[CH:33][C:32]([F:35])=[CH:31][CH:30]=3)=[N:37][OH:38])[CH2:21]2)=[O:17])[CH:6]=[C:7]([C:9]2[N:13]([CH3:14])[N:12]=[N:11][N:10]=2)[CH:8]=1)[CH3:2], predict the reactants needed to synthesize it. The reactants are: [CH2:1]([C:3]1[CH:4]=[C:5]([NH:15][C:16]([NH:18][CH2:19][C@@H:20]2[CH2:25][CH2:24][CH2:23][N:22]([CH2:26][C:27]([C:29]3[CH:34]=[CH:33][C:32]([F:35])=[CH:31][CH:30]=3)=O)[CH2:21]2)=[O:17])[CH:6]=[C:7]([C:9]2[N:13]([CH3:14])[N:12]=[N:11][N:10]=2)[CH:8]=1)[CH3:2].Cl.[NH2:37][OH:38].